This data is from Human liver microsome stability data. The task is: Regression/Classification. Given a drug SMILES string, predict its absorption, distribution, metabolism, or excretion properties. Task type varies by dataset: regression for continuous measurements (e.g., permeability, clearance, half-life) or binary classification for categorical outcomes (e.g., BBB penetration, CYP inhibition). Dataset: hlm. (1) The compound is CCC(CC)c1nn(CCO)c2c1N=C(c1ccc(OC)c(OC)c1)CNC2=O. The result is 1 (stable in human liver microsomes). (2) The drug is CCc1[nH]nc2ccc(F)c(Oc3cc(C#N)cc(C#N)c3)c12. The result is 0 (unstable in human liver microsomes).